The task is: Predict the reactants needed to synthesize the given product.. This data is from Full USPTO retrosynthesis dataset with 1.9M reactions from patents (1976-2016). (1) The reactants are: IC.[Cl:3][C:4]1[N:9]=[C:8]([NH:10][C:11]2[CH:16]=[C:15]([CH2:17][O:18][Si:19]([CH3:25])([CH3:24])[C:20]([CH3:23])([CH3:22])[CH3:21])[CH:14]=[CH:13][C:12]=2[CH3:26])[CH:7]=[CH:6][N:5]=1.[C:27]([O-])([O-])=O.[Cs+].[Cs+]. Given the product [Cl:3][C:4]1[N:9]=[C:8]([N:10]([C:11]2[CH:16]=[C:15]([CH2:17][O:18][Si:19]([CH3:25])([CH3:24])[C:20]([CH3:21])([CH3:22])[CH3:23])[CH:14]=[CH:13][C:12]=2[CH3:26])[CH3:27])[CH:7]=[CH:6][N:5]=1, predict the reactants needed to synthesize it. (2) Given the product [CH3:39][C:35]1[CH:34]=[C:33]([C:5]2[C:4]3[C:8](=[CH:9][C:10]([N+:11]([O-:13])=[O:12])=[C:2]([CH2:82][CH2:81][C:80]([O:79][CH2:77][CH3:78])=[O:84])[CH:3]=3)[N:7]([C:14]([C:27]3[CH:32]=[CH:31][CH:30]=[CH:29][CH:28]=3)([C:21]3[CH:22]=[CH:23][CH:24]=[CH:25][CH:26]=3)[C:15]3[CH:16]=[CH:17][CH:18]=[CH:19][CH:20]=3)[N:6]=2)[CH:38]=[CH:37][N:36]=1, predict the reactants needed to synthesize it. The reactants are: Br[C:2]1[CH:3]=[C:4]2[C:8](=[CH:9][C:10]=1[N+:11]([O-:13])=[O:12])[N:7]([C:14]([C:27]1[CH:32]=[CH:31][CH:30]=[CH:29][CH:28]=1)([C:21]1[CH:26]=[CH:25][CH:24]=[CH:23][CH:22]=1)[C:15]1[CH:20]=[CH:19][CH:18]=[CH:17][CH:16]=1)[N:6]=[C:5]2[C:33]1[CH:38]=[CH:37][N:36]=[C:35]([CH3:39])[CH:34]=1.C1(P(C2CCCCC2)C2C=CC=CC=2C2C(C(C)C)=CC(C(C)C)=CC=2C(C)C)CCCCC1.N#N.[Br-].[CH2:77]([O:79][C:80](=[O:84])[CH2:81][CH2:82][Zn+])[CH3:78]. (3) Given the product [CH3:4][C:2]([NH:5][C:6]([C@H:8]1[N:17]([CH2:18][C@@H:19]([OH:49])[C@@H:20]([NH:28][C:29]([C@@H:31]([NH:36][C:37]([C:39]2[CH:40]=[CH:41][C:42]3[CH:43]=[CH:44][CH:45]=[CH:46][C:47]=3[N:48]=2)=[O:38])[CH2:32][C:33]([NH2:35])=[O:34])=[O:30])[CH2:21][C:22]2[CH:27]=[CH:26][CH:25]=[CH:24][CH:23]=2)[CH2:16][C@@H:15]2[C@@H:10]([CH2:11][CH2:12][CH2:13][CH2:14]2)[CH2:9]1)=[O:7])([CH3:1])[CH3:3], predict the reactants needed to synthesize it. The reactants are: [CH3:1][C:2]([NH:5][C:6]([C@H:8]1[N:17]([CH2:18][C@@H:19]([OH:49])[C@@H:20]([NH:28][C:29]([C@@H:31]([NH:36][C:37]([C:39]2[CH:40]=[CH:41][C:42]3[CH:43]=[CH:44][CH:45]=[CH:46][C:47]=3[N:48]=2)=[O:38])[CH2:32][C:33]([NH2:35])=[O:34])=[O:30])[CH2:21][C:22]2[CH:23]=[CH:24][CH:25]=[CH:26][CH:27]=2)[CH2:16][C@@H:15]2[C@@H:10]([CH2:11][CH2:12][CH2:13][CH2:14]2)[CH2:9]1)=[O:7])([CH3:4])[CH3:3].CS(O)(=O)=O.ClCCl.[OH-].[Na+]. (4) Given the product [CH3:1][O:2][C:3]1[CH:4]=[CH:5][C:6]2[C:7]3[CH2:18][C:17]4[C:12](=[CH:13][CH:14]=[CH:15][CH:16]=4)[C:8]=3[N:9]([CH3:22])[C:10]=2[CH:11]=1, predict the reactants needed to synthesize it. The reactants are: [CH3:1][O:2][C:3]1[CH:4]=[CH:5][C:6]2[C:7]3[CH2:18][C:17]4[C:12](=[CH:13][CH:14]=[CH:15][CH:16]=4)[C:8]=3[NH:9][C:10]=2[CH:11]=1.[OH-].[Na+].I[CH3:22]. (5) Given the product [CH3:1][S:2]([C:5]1[CH:6]=[C:7]2[C:12](=[CH:13][CH:14]=1)[N:11]=[C:10]([C:15]1[CH:20]=[CH:19][CH:18]=[C:17]([C:21]([F:23])([F:24])[F:22])[CH:16]=1)[C:9]([CH2:25][N:26]1[CH2:31][CH2:30][CH:29]([N:32]3[CH2:33][CH2:34][CH2:35][CH2:36]3)[CH2:28][CH2:27]1)=[C:8]2[C:37]([NH:49][C@H:42]([C:43]1[CH:48]=[CH:47][CH:46]=[CH:45][CH:44]=1)[C:41]([F:50])([F:51])[F:40])=[O:38])(=[O:4])=[O:3], predict the reactants needed to synthesize it. The reactants are: [CH3:1][S:2]([C:5]1[CH:6]=[C:7]2[C:12](=[CH:13][CH:14]=1)[N:11]=[C:10]([C:15]1[CH:20]=[CH:19][CH:18]=[C:17]([C:21]([F:24])([F:23])[F:22])[CH:16]=1)[C:9]([CH2:25][N:26]1[CH2:31][CH2:30][CH:29]([N:32]3[CH2:36][CH2:35][CH2:34][CH2:33]3)[CH2:28][CH2:27]1)=[C:8]2[C:37](O)=[O:38])(=[O:4])=[O:3].[F:40][C:41]([F:51])([F:50])[C@H:42]([NH2:49])[C:43]1[CH:48]=[CH:47][CH:46]=[CH:45][CH:44]=1.C(N(CC)C(C)C)(C)C.C(P1(=O)OP(CCC)(=O)OP(CCC)(=O)O1)CC.CCCP(=O)=O. (6) Given the product [F:7][C:8]1[C:17]([O:18][CH3:19])=[CH:16][C:15]([O:20][CH3:21])=[C:14]([F:22])[C:9]=1[CH2:10][OH:11], predict the reactants needed to synthesize it. The reactants are: [H-].[H-].[H-].[H-].[Li+].[Al+3].[F:7][C:8]1[C:17]([O:18][CH3:19])=[CH:16][C:15]([O:20][CH3:21])=[C:14]([F:22])[C:9]=1[C:10](OC)=[O:11].